Dataset: Reaction yield outcomes from USPTO patents with 853,638 reactions. Task: Predict the reaction yield, written as a fraction of the theoretical maximum amount of product (1.0 means a 100% yield; for example, 0.34 means a 34% yield). (1) The reactants are Br[C:2]1[C:7](=[O:8])[N:6]([CH2:9][C:10]2[CH:15]=[CH:14][C:13]([C:16]3[C:17]([C:22]#[N:23])=[CH:18][CH:19]=[CH:20][CH:21]=3)=[CH:12][CH:11]=2)[C:5]([CH2:24][CH2:25][CH3:26])=[N:4][C:3]=1[CH2:27][CH3:28].[F:29][C:30]([F:42])([F:41])[O:31][C:32]1[CH:37]=[CH:36][C:35](B(O)O)=[CH:34][CH:33]=1.C(=O)([O-])[O-].[Cs+].[Cs+]. The catalyst is O1CCOCC1.C(OCC)(=O)C.C1C=CC(P(C2C=CC=CC=2)[C-]2C=CC=C2)=CC=1.C1C=CC(P(C2C=CC=CC=2)[C-]2C=CC=C2)=CC=1.Cl[Pd]Cl.[Fe+2]. The product is [CH2:27]([C:3]1[N:4]=[C:5]([CH2:24][CH2:25][CH3:26])[N:6]([CH2:9][C:10]2[CH:11]=[CH:12][C:13]([C:16]3[C:17]([C:22]#[N:23])=[CH:18][CH:19]=[CH:20][CH:21]=3)=[CH:14][CH:15]=2)[C:7](=[O:8])[C:2]=1[C:35]1[CH:34]=[CH:33][C:32]([O:31][C:30]([F:29])([F:41])[F:42])=[CH:37][CH:36]=1)[CH3:28]. The yield is 0.950. (2) The catalyst is C(Cl)Cl. The yield is 0.714. The reactants are [F:1][C:2]1[CH:7]=[C:6]([N+:8]([O-:10])=[O:9])[CH:5]=[CH:4][C:3]=1[OH:11].ClC1C=CC=CC=1.Cl[C:20]1[C:29]2[C:24](=[CH:25][C:26]([O:32][CH2:33][CH2:34][CH2:35][N:36]3[CH2:40][CH2:39][CH2:38][CH2:37]3)=[C:27]([O:30][CH3:31])[CH:28]=2)[N:23]=[CH:22][CH:21]=1. The product is [F:1][C:2]1[CH:7]=[C:6]([N+:8]([O-:10])=[O:9])[CH:5]=[CH:4][C:3]=1[O:11][C:20]1[C:29]2[C:24](=[CH:25][C:26]([O:32][CH2:33][CH2:34][CH2:35][N:36]3[CH2:37][CH2:38][CH2:39][CH2:40]3)=[C:27]([O:30][CH3:31])[CH:28]=2)[N:23]=[CH:22][CH:21]=1.